Task: Predict the product of the given reaction.. Dataset: Forward reaction prediction with 1.9M reactions from USPTO patents (1976-2016) (1) Given the reactants [C:1]12([C:11]3[CH:12]=[C:13]([C:18]4[CH:23]=[CH:22][C:21](Br)=[CH:20][CH:19]=4)[CH:14]=[CH:15][C:16]=3[OH:17])[CH2:10][CH:5]3[CH2:6][CH:7]([CH2:9][CH:3]([CH2:4]3)[CH2:2]1)[CH2:8]2.[C:25]([O:29][C:30]([CH3:33])([CH3:32])[CH3:31])(=[O:28])[CH:26]=[CH2:27].CCN(CC)CC.CN1C(=O)CCC1, predict the reaction product. The product is: [C:30]([O:29][C:25](=[O:28])/[CH:26]=[CH:27]/[C:21]1[CH:20]=[CH:19][C:18]([C:13]2[CH:14]=[CH:15][C:16]([OH:17])=[C:11]([C:1]34[CH2:2][CH:3]5[CH2:9][CH:7]([CH2:6][CH:5]([CH2:4]5)[CH2:10]3)[CH2:8]4)[CH:12]=2)=[CH:23][CH:22]=1)([CH3:33])([CH3:32])[CH3:31]. (2) Given the reactants Cl[C:2]1[N:7]=[CH:6][C:5]2[CH:8]=[N:9][N:10]([CH:11]3[CH2:16][CH2:15][CH2:14][CH2:13][O:12]3)[C:4]=2[CH:3]=1.[F:17][C:18]1[C:19]([O:38][CH3:39])=[CH:20][C:21]([CH2:33][C:34]([F:37])([F:36])[F:35])=[C:22](B2OC(C)(C)C(C)(C)O2)[CH:23]=1.P([O-])([O-])([O-])=O.[K+].[K+].[K+], predict the reaction product. The product is: [F:17][C:18]1[C:19]([O:38][CH3:39])=[CH:20][C:21]([CH2:33][C:34]([F:37])([F:36])[F:35])=[C:22]([C:2]2[N:7]=[CH:6][C:5]3[CH:8]=[N:9][N:10]([CH:11]4[CH2:16][CH2:15][CH2:14][CH2:13][O:12]4)[C:4]=3[CH:3]=2)[CH:23]=1. (3) Given the reactants O[CH2:2][C:3]1[CH2:8][NH:7][C:6]([CH:9]2[CH2:14][CH2:13][N:12]([C:15]([O:17][C:18]([CH3:21])([CH3:20])[CH3:19])=[O:16])[CH2:11][CH:10]2[O:22][CH2:23][C:24]2[CH:33]=[CH:32][C:31]3[C:26](=[CH:27][CH:28]=[CH:29][CH:30]=3)[CH:25]=2)=[CH:5][CH:4]=1.C(N(CC)CC)C.CS([Cl:45])(=O)=O, predict the reaction product. The product is: [Cl:45][CH2:2][C:3]1[CH:4]=[CH:5][C:6]([CH:9]2[CH2:14][CH2:13][N:12]([C:15]([O:17][C:18]([CH3:21])([CH3:20])[CH3:19])=[O:16])[CH2:11][CH:10]2[O:22][CH2:23][C:24]2[CH:33]=[CH:32][C:31]3[C:26](=[CH:27][CH:28]=[CH:29][CH:30]=3)[CH:25]=2)=[N:7][CH:8]=1.